Dataset: NCI-60 drug combinations with 297,098 pairs across 59 cell lines. Task: Regression. Given two drug SMILES strings and cell line genomic features, predict the synergy score measuring deviation from expected non-interaction effect. (1) Drug 1: CNC(=O)C1=NC=CC(=C1)OC2=CC=C(C=C2)NC(=O)NC3=CC(=C(C=C3)Cl)C(F)(F)F. Drug 2: C(CC(=O)O)C(=O)CN.Cl. Cell line: NCI-H522. Synergy scores: CSS=16.0, Synergy_ZIP=-3.48, Synergy_Bliss=0.704, Synergy_Loewe=-2.52, Synergy_HSA=1.24. (2) Drug 2: CC12CCC3C(C1CCC2OP(=O)(O)O)CCC4=C3C=CC(=C4)OC(=O)N(CCCl)CCCl.[Na+]. Cell line: NCI-H322M. Synergy scores: CSS=23.3, Synergy_ZIP=0.342, Synergy_Bliss=1.38, Synergy_Loewe=-19.6, Synergy_HSA=0.631. Drug 1: CCC1=CC2CC(C3=C(CN(C2)C1)C4=CC=CC=C4N3)(C5=C(C=C6C(=C5)C78CCN9C7C(C=CC9)(C(C(C8N6C)(C(=O)OC)O)OC(=O)C)CC)OC)C(=O)OC.C(C(C(=O)O)O)(C(=O)O)O. (3) Drug 1: C1=CC(=CC=C1CCCC(=O)O)N(CCCl)CCCl. Drug 2: CNC(=O)C1=NC=CC(=C1)OC2=CC=C(C=C2)NC(=O)NC3=CC(=C(C=C3)Cl)C(F)(F)F. Cell line: HOP-62. Synergy scores: CSS=45.5, Synergy_ZIP=-5.51, Synergy_Bliss=-1.42, Synergy_Loewe=-3.20, Synergy_HSA=0.499. (4) Drug 1: CC12CCC(CC1=CCC3C2CCC4(C3CC=C4C5=CN=CC=C5)C)O. Drug 2: CC12CCC3C(C1CCC2OP(=O)(O)O)CCC4=C3C=CC(=C4)OC(=O)N(CCCl)CCCl.[Na+]. Cell line: A549. Synergy scores: CSS=3.15, Synergy_ZIP=-2.69, Synergy_Bliss=-4.41, Synergy_Loewe=-5.49, Synergy_HSA=-4.81.